This data is from Catalyst prediction with 721,799 reactions and 888 catalyst types from USPTO. The task is: Predict which catalyst facilitates the given reaction. (1) Reactant: [F:1][C:2]1[C:11]([F:12])=[C:10]2[C:5]([CH:6]=[C:7]([OH:14])[C:8]([CH3:13])=[N:9]2)=[CH:4][CH:3]=1.[CH3:15][C:16]([C:18]1[C:23]([F:24])=[CH:22][CH:21]=[CH:20][C:19]=1F)=[O:17].C(=O)([O-])[O-].[K+].[K+].Cl. Product: [F:24][C:23]1[CH:22]=[CH:21][CH:20]=[C:19]([O:14][C:7]2[C:8]([CH3:13])=[N:9][C:10]3[C:5]([CH:6]=2)=[CH:4][CH:3]=[C:2]([F:1])[C:11]=3[F:12])[C:18]=1[C:16](=[O:17])[CH3:15]. The catalyst class is: 9. (2) Reactant: [NH2:1][C:2]1[CH:7]=[CH:6][C:5]([C:8]2[N:9]([CH2:21][CH3:22])[C:10]3[C:15]([C:16]=2[C:17]#[N:18])=[CH:14][CH:13]=[C:12]([O:19][CH3:20])[CH:11]=3)=[CH:4][CH:3]=1.C(N(CC)CC)C.[CH3:30][S:31](Cl)(=[O:33])=[O:32]. Product: [C:17]([C:16]1[C:15]2[C:10](=[CH:11][C:12]([O:19][CH3:20])=[CH:13][CH:14]=2)[N:9]([CH2:21][CH3:22])[C:8]=1[C:5]1[CH:4]=[CH:3][C:2]([NH:1][S:31]([CH3:30])(=[O:33])=[O:32])=[CH:7][CH:6]=1)#[N:18]. The catalyst class is: 20.